From a dataset of Full USPTO retrosynthesis dataset with 1.9M reactions from patents (1976-2016). Predict the reactants needed to synthesize the given product. (1) Given the product [C:1]1([NH:7][C:8](=[O:46])[O:9][CH2:10][CH:11]2[CH2:12][CH2:13][CH:14]([CH2:17][NH:18][S:19]([NH:22][C:23](=[O:38])[C:24]3[CH:29]=[C:28]([C:30]([F:32])([F:31])[F:33])[CH:27]=[C:26]([C:34]([F:35])([F:36])[F:37])[CH:25]=3)(=[O:20])=[O:21])[CH2:15][CH2:16]2)[CH:2]=[CH:3][CH:4]=[CH:5][CH:6]=1, predict the reactants needed to synthesize it. The reactants are: [C:1]1([NH:7][C:8](=[O:46])[O:9][CH2:10][CH:11]2[CH2:16][CH2:15][CH:14]([CH2:17][N:18](CC3C=CC=CC=3)[S:19]([NH:22][C:23](=[O:38])[C:24]3[CH:29]=[C:28]([C:30]([F:33])([F:32])[F:31])[CH:27]=[C:26]([C:34]([F:37])([F:36])[F:35])[CH:25]=3)(=[O:21])=[O:20])[CH2:13][CH2:12]2)[CH:6]=[CH:5][CH:4]=[CH:3][CH:2]=1. (2) Given the product [ClH:49].[CH2:18]([O:25][C:26](=[O:32])[C@H:27]([CH:29]([CH3:30])[CH3:31])[NH:28][CH2:34][C:35]1[CH:36]=[CH:37][C:38]([C:41]2[CH:46]=[CH:45][CH:44]=[CH:43][C:42]=2[C:47]#[N:48])=[CH:39][CH:40]=1)[C:19]1[CH:24]=[CH:23][CH:22]=[CH:21][CH:20]=1, predict the reactants needed to synthesize it. The reactants are: C(=O)([O-])[O-].[K+].[K+].S(C1C=CC(C)=CC=1)(O)(=O)=O.[CH2:18]([O:25][C:26](=[O:32])[C@H:27]([CH:29]([CH3:31])[CH3:30])[NH2:28])[C:19]1[CH:24]=[CH:23][CH:22]=[CH:21][CH:20]=1.Br[CH2:34][C:35]1[CH:40]=[CH:39][C:38]([C:41]2[CH:46]=[CH:45][CH:44]=[CH:43][C:42]=2[C:47]#[N:48])=[CH:37][CH:36]=1.[Cl:49]CCl. (3) Given the product [NH2:1][C:4]1[C:5]([NH:13][C@H:14]2[CH2:19][CH2:18][C@H:17]([OH:20])[CH2:16][CH2:15]2)=[C:6]2[S:12][CH:11]=[CH:10][C:7]2=[N:8][CH:9]=1, predict the reactants needed to synthesize it. The reactants are: [N+:1]([C:4]1[C:5]([NH:13][C@H:14]2[CH2:19][CH2:18][C@H:17]([OH:20])[CH2:16][CH2:15]2)=[C:6]2[S:12][CH:11]=[CH:10][C:7]2=[N:8][CH:9]=1)([O-])=O.